Dataset: Full USPTO retrosynthesis dataset with 1.9M reactions from patents (1976-2016). Task: Predict the reactants needed to synthesize the given product. (1) Given the product [Cl:13][CH2:1][S:2][C:3]1[CH:8]=[CH:7][C:6]([CH3:9])=[CH:5][CH:4]=1, predict the reactants needed to synthesize it. The reactants are: [CH3:1][S:2][C:3]1[CH:8]=[CH:7][C:6]([CH3:9])=[CH:5][CH:4]=1.S(Cl)([Cl:13])(=O)=O. (2) Given the product [CH3:8][C:5]1[CH:4]=[CH:3][C:2]([O:1][S:17]([C:16]([F:29])([F:28])[F:15])(=[O:19])=[O:18])=[CH:7][N:6]=1, predict the reactants needed to synthesize it. The reactants are: [OH:1][C:2]1[CH:3]=[CH:4][C:5]([CH3:8])=[N:6][CH:7]=1.N1C=CC=CC=1.[F:15][C:16]([F:29])([F:28])[S:17](O[S:17]([C:16]([F:29])([F:28])[F:15])(=[O:19])=[O:18])(=[O:19])=[O:18].C([O-])(=O)C.[NH4+]. (3) Given the product [NH2:10][CH2:11][CH2:12][CH2:13][C@H:14]1[CH2:18][N:17]([C@@H:19]([C:23]2[N:32]([CH2:33][C:34]3[CH:39]=[CH:38][CH:37]=[CH:36][CH:35]=3)[C:31](=[O:40])[C:30]3[C:25](=[CH:26][C:27]([Cl:41])=[CH:28][CH:29]=3)[N:24]=2)[CH:20]([CH3:21])[CH3:22])[C:16]([C:42]2[CH:47]=[CH:46][C:45]([CH3:48])=[CH:44][CH:43]=2)=[N:15]1, predict the reactants needed to synthesize it. The reactants are: C(OC(=O)[NH:10][CH2:11][CH2:12][CH2:13][C@H:14]1[CH2:18][N:17]([C@@H:19]([C:23]2[N:32]([CH2:33][C:34]3[CH:39]=[CH:38][CH:37]=[CH:36][CH:35]=3)[C:31](=[O:40])[C:30]3[C:25](=[CH:26][C:27]([Cl:41])=[CH:28][CH:29]=3)[N:24]=2)[CH:20]([CH3:22])[CH3:21])[C:16]([C:42]2[CH:47]=[CH:46][C:45]([CH3:48])=[CH:44][CH:43]=2)=[N:15]1)C1C=CC=CC=1. (4) Given the product [C:1]([O:24][CH3:25])(=[O:23])[CH2:2][CH2:3][CH2:4][CH2:5][CH2:6][CH2:7][CH2:8][CH2:9][CH2:10][CH2:11][CH2:12][CH2:13][CH2:14][CH2:15][CH2:16][CH2:17][CH2:18][CH2:19][CH2:20][CH2:21][CH3:22], predict the reactants needed to synthesize it. The reactants are: [C:1]([OH:24])(=[O:23])[CH2:2][CH2:3][CH2:4][CH2:5][CH2:6][CH2:7][CH2:8][CH2:9][CH2:10][CH2:11][CH2:12][CH2:13][CH2:14][CH2:15][CH2:16][CH2:17][CH2:18][CH2:19][CH2:20][CH2:21][CH3:22].[CH3:25]O. (5) Given the product [CH3:1][C:2]1[CH:3]=[CH:4][C:5]([S:9][C:10]2[CH:11]=[CH:12][CH:13]=[CH:14][C:15]=2[N:16]2[CH2:17][CH2:18][NH:19][CH2:20][CH2:21]2)=[C:6]([CH3:8])[CH:7]=1.[CH3:32][C:22]1[CH:27]=[CH:26][C:25]([S:28]([OH:31])(=[O:30])=[O:29])=[CH:24][CH:23]=1, predict the reactants needed to synthesize it. The reactants are: [CH3:1][C:2]1[CH:3]=[CH:4][C:5]([S:9][C:10]2[CH:11]=[CH:12][CH:13]=[CH:14][C:15]=2[N:16]2[CH2:21][CH2:20][NH:19][CH2:18][CH2:17]2)=[C:6]([CH3:8])[CH:7]=1.[C:22]1([CH3:32])[CH:27]=[CH:26][C:25]([S:28]([OH:31])(=[O:30])=[O:29])=[CH:24][CH:23]=1. (6) Given the product [C:31]([OH:46])([C:32]([F:35])([F:34])[F:33])=[O:43].[C:1]1([CH2:7][CH2:8][C:9]2[CH:42]=[CH:41][C:12]([CH2:13][O:14][C:15]3[CH:20]=[CH:19][CH:18]=[CH:17][C:16]=3[C:21]3[N:26]=[C:25]([N:27]4[C:31]([C:32]([F:35])([F:33])[F:34])=[C:30]([C:36]([OH:38])=[O:37])[CH:29]=[N:28]4)[CH:24]=[CH:23][CH:22]=3)=[CH:11][CH:10]=2)[CH:6]=[CH:5][CH:4]=[CH:3][CH:2]=1, predict the reactants needed to synthesize it. The reactants are: [C:1]1([CH2:7][CH2:8][C:9]2[CH:42]=[CH:41][C:12]([CH2:13][O:14][C:15]3[CH:20]=[CH:19][CH:18]=[CH:17][C:16]=3[C:21]3[N:26]=[C:25]([N:27]4[C:31]([C:32]([F:35])([F:34])[F:33])=[C:30]([C:36]([O:38]CC)=[O:37])[CH:29]=[N:28]4)[CH:24]=[CH:23][CH:22]=3)=[CH:11][CH:10]=2)[CH:6]=[CH:5][CH:4]=[CH:3][CH:2]=1.[OH-:43].[Li+].Cl.[O:46]1CCOCC1. (7) The reactants are: CO[C:3](=[O:24])[C:4]([C:14](=[O:23])[C:15]1[CH:20]=[CH:19][C:18]([CH3:21])=[C:17]([CH3:22])[CH:16]=1)=[CH:5][NH:6][C:7]1[CH:12]=[CH:11][CH:10]=[C:9]([F:13])[CH:8]=1. Given the product [CH3:22][C:17]1[CH:16]=[C:15]([CH:20]=[CH:19][C:18]=1[CH3:21])[C:14]([C:4]1[C:3](=[O:24])[C:12]2[C:7](=[CH:8][C:9]([F:13])=[CH:10][CH:11]=2)[NH:6][CH:5]=1)=[O:23], predict the reactants needed to synthesize it. (8) Given the product [CH:25]1[C:26]2[C:21](=[C:20]([O:19][C:5]3[N:4]=[N:3][C:2]([O:19][C:20]4[CH:29]=[CH:28][CH:27]=[C:26]5[C:21]=4[CH:22]=[CH:23][N:24]=[CH:25]5)=[C:7]([C:8]4[CH:13]=[CH:12][C:11]([C:14]([F:17])([F:16])[F:15])=[CH:10][CH:9]=4)[CH:6]=3)[CH:29]=[CH:28][CH:27]=2)[CH:22]=[CH:23][N:24]=1, predict the reactants needed to synthesize it. The reactants are: Cl[C:2]1[N:3]=[N:4][C:5](Cl)=[CH:6][C:7]=1[C:8]1[CH:13]=[CH:12][C:11]([C:14]([F:17])([F:16])[F:15])=[CH:10][CH:9]=1.[OH:19][C:20]1[CH:29]=[CH:28][CH:27]=[C:26]2[C:21]=1[CH:22]=[CH:23][N:24]=[CH:25]2.[H-].[Na+]. (9) The reactants are: [C:1]([N:5]1[C:9]([C:10]2[CH:15]=[CH:14][C:13]([F:16])=[CH:12][CH:11]=2)=[C:8]([C:17]2[S:18][CH:19]=[C:20]([CH2:22][C:23](O)=[O:24])[N:21]=2)[CH:7]=[N:6]1)([CH3:4])([CH3:3])[CH3:2].[N:26]1([C:31]2[CH:32]=[C:33]([CH:35]=[CH:36][CH:37]=2)[NH2:34])[CH:30]=[CH:29][N:28]=[CH:27]1. Given the product [C:1]([N:5]1[C:9]([C:10]2[CH:11]=[CH:12][C:13]([F:16])=[CH:14][CH:15]=2)=[C:8]([C:17]2[S:18][CH:19]=[C:20]([CH2:22][C:23]([NH:34][C:33]3[CH:35]=[CH:36][CH:37]=[C:31]([N:26]4[CH:30]=[CH:29][N:28]=[CH:27]4)[CH:32]=3)=[O:24])[N:21]=2)[CH:7]=[N:6]1)([CH3:3])([CH3:2])[CH3:4], predict the reactants needed to synthesize it.